Task: Binary Classification. Given a miRNA mature sequence and a target amino acid sequence, predict their likelihood of interaction.. Dataset: Experimentally validated miRNA-target interactions with 360,000+ pairs, plus equal number of negative samples (1) The miRNA is hsa-miR-196a-5p with sequence UAGGUAGUUUCAUGUUGUUGGG. The protein sequence of the target gene is MARRAAGGAPPSARAAAAVPLRPRPHSRGPGLLPLPLLLLLGAARAGALEIQRRFPSPTPTNNFALDGTAGTVYLAAVNRLYQLSSANLSLEAEATVGPVPDSPLCHAPQLPQASCEHPRRLTDNYNKILQLDPGQGLVVACGSIYQGLCQLRRRGNISALAVSFPPAAPTAEPVTVFPSMLNVAANHPNASTVGLVLPPTSGTGGSRLLVGATYTGFGSAFFPRNRSLEDHRFENTPEIAIRSLDARGDLAKLFTFDLNPSDDNILKIKQGAKEQHKLGFVRAFLHPAVPPHSAQPYAY.... Result: 0 (no interaction). (2) The miRNA is hsa-miR-452-3p with sequence CUCAUCUGCAAAGAAGUAAGUG. The protein sequence of the target gene is MLRPRGAEGTAVALLRLLLLLLLLGPKLRGPGLGVVGAAGAGLPESVIWAVNAGGEAHVDVHGIHFRKDPLEGRVGRASDYGMKLPILRSTPEDQILYQTERYNEETFGYEVPVKEEGDYVLVLKFAEVYFAQSQQKVFDVRLNGHVVVKDLDIFDRVGHSTAHDEIIPMSIRKGKLSVRGEVSTFTGKLYIEFVKGYYDNPKVCALYILAGTVDDVPKLQPHPGLEKKEEEEEEEEYDEGSNLKRQTNKNRVQSGPRTPNPYASDNSSLMFPILVAFGVFIPTLFCLCRL. Result: 0 (no interaction). (3) The miRNA is hsa-miR-4649-5p with sequence UGGGCGAGGGGUGGGCUCUCAGAG. The protein sequence of the target gene is MAHYPTRLKTRKTYSWVGRPLLDRKLHYQTYREMCVKTEGCSTEIHIQIGQFVLIEGDDDENPYVAKLLELFEDDSDPPPKKRARVQWFVRFCEVPACKRHLLGRKPGAQEIFWYDYPACDSNINAETIIGLVRVIPLAPKDVVPTNLKNEKTLFVKLSWNEKKFRPLSSELFAELNKPQESAAKCQKPVRAKSKSAESPSWTPAEHVAKRIESRHSASKSRQTPTHPLTPRARKRLELGNLGNPQMSQQTSCASLDSPGRIKRKVAFSEITSPSKRSQPDKLQTLSPALKAPEKTRETG.... Result: 1 (interaction).